From a dataset of Full USPTO retrosynthesis dataset with 1.9M reactions from patents (1976-2016). Predict the reactants needed to synthesize the given product. (1) Given the product [N:1]1([C:7]2[CH:12]=[CH:11][C:10]([C:13]([F:16])([F:15])[F:14])=[CH:9][C:8]=2[NH:17][C:18]([C:20]2[CH:21]=[C:22]3[C:27](=[CH:28][CH:29]=2)[C:26]([Cl:30])=[N:25][NH:24][C:23]3=[O:34])=[O:19])[CH2:2][CH2:3][O:4][CH2:5][CH2:6]1, predict the reactants needed to synthesize it. The reactants are: [N:1]1([C:7]2[CH:12]=[CH:11][C:10]([C:13]([F:16])([F:15])[F:14])=[CH:9][C:8]=2[NH:17][C:18]([C:20]2[CH:21]=[C:22]3[C:27](=[CH:28][CH:29]=2)[C:26]([Cl:30])=[N:25][N:24]=[C:23]3Cl)=[O:19])[CH2:6][CH2:5][O:4][CH2:3][CH2:2]1.[OH-].[Na+].[O:34]1CCOCC1.Cl. (2) Given the product [Br:17][CH2:18][C:19]([O:7][C:2]([CH2:5][CH3:6])([CH3:1])[CH2:3][CH3:4])=[O:20], predict the reactants needed to synthesize it. The reactants are: [CH3:1][C:2]([OH:7])([CH2:5][CH3:6])[CH2:3][CH3:4].CN(C)C1C=CC=CC=1.[Br:17][CH2:18][C:19](Br)=[O:20].O. (3) Given the product [C:21]([O:20][C:18](=[O:19])[NH:17][C:14]1[CH:15]=[CH:16][C:11]([O:10][C:7]2[CH:6]=[CH:5][C:4]([N+:1]([O-:3])=[O:2])=[CH:9][N:8]=2)=[CH:12][CH:13]=1)([CH3:24])([CH3:23])[CH3:22], predict the reactants needed to synthesize it. The reactants are: [N+:1]([C:4]1[CH:5]=[CH:6][C:7]([O:10][C:11]2[CH:16]=[CH:15][C:14]([NH2:17])=[CH:13][CH:12]=2)=[N:8][CH:9]=1)([O-:3])=[O:2].[C:18](O[C:18]([O:20][C:21]([CH3:24])([CH3:23])[CH3:22])=[O:19])([O:20][C:21]([CH3:24])([CH3:23])[CH3:22])=[O:19]. (4) Given the product [BrH:21].[CH2:16]1[C@@H:17]2[C@@H:12]([CH2:11][CH2:10][C:9]3[C:4]([OH:3])=[C:5]([OH:18])[CH:6]=[CH:7][C:8]=32)[CH2:13][CH2:14][NH:15]1, predict the reactants needed to synthesize it. The reactants are: Cl.C[O:3][C:4]1[C:9]2[CH2:10][CH2:11][C@@H:12]3[C@@H:17]([C:8]=2[CH:7]=[CH:6][C:5]=1[O:18]C)[CH2:16][NH:15][CH2:14][CH2:13]3.B(Br)(Br)[Br:21].C(=O)=O.CC(C)=O. (5) Given the product [O:22]1[CH2:18][CH2:19][N:20]=[C:21]1[NH:16][CH:9]([C:10]1[CH:11]=[CH:12][CH:13]=[CH:14][CH:15]=1)[CH2:8][C:5]1[CH:4]=[CH:3][C:2]([F:1])=[CH:7][CH:6]=1, predict the reactants needed to synthesize it. The reactants are: [F:1][C:2]1[CH:7]=[CH:6][C:5]([CH2:8][CH:9]([NH2:16])[C:10]2[CH:15]=[CH:14][CH:13]=[CH:12][CH:11]=2)=[CH:4][CH:3]=1.Cl[CH2:18][CH2:19][N:20]=[C:21]=[O:22]. (6) Given the product [CH:8](=[N:7]/[S:5]([C:2]([CH3:4])([CH3:3])[CH3:1])=[O:6])\[CH3:9], predict the reactants needed to synthesize it. The reactants are: [CH3:1][C:2]([S:5]([NH2:7])=[O:6])([CH3:4])[CH3:3].[CH:8](=O)[CH3:9].[O-]S([O-])(=O)=O.[Mg+2].